This data is from Full USPTO retrosynthesis dataset with 1.9M reactions from patents (1976-2016). The task is: Predict the reactants needed to synthesize the given product. Given the product [CH:1]1([N:7]2[CH2:11][CH2:10][CH:9]([CH2:12][C:13]3[C:18]([Cl:19])=[CH:17][C:16]([C:20]4[C:25]([F:26])=[CH:24][C:23]([OH:27])=[CH:22][C:21]=4[F:29])=[CH:15][C:14]=3[Cl:30])[C:8]2=[O:31])[CH2:2][CH2:3][CH2:4][CH2:5][CH2:6]1, predict the reactants needed to synthesize it. The reactants are: [CH:1]1([N:7]2[CH2:11][CH2:10][CH:9]([CH2:12][C:13]3[C:18]([Cl:19])=[CH:17][C:16]([C:20]4[C:25]([F:26])=[CH:24][C:23]([O:27]C)=[CH:22][C:21]=4[F:29])=[CH:15][C:14]=3[Cl:30])[C:8]2=[O:31])[CH2:6][CH2:5][CH2:4][CH2:3][CH2:2]1.B(Br)(Br)Br.C(=O)(O)[O-].[Na+].